This data is from NCI-60 drug combinations with 297,098 pairs across 59 cell lines. The task is: Regression. Given two drug SMILES strings and cell line genomic features, predict the synergy score measuring deviation from expected non-interaction effect. (1) Drug 1: C1=CN(C(=O)N=C1N)C2C(C(C(O2)CO)O)O.Cl. Drug 2: CC1=C(C(=O)C2=C(C1=O)N3CC4C(C3(C2COC(=O)N)OC)N4)N. Cell line: NCI-H226. Synergy scores: CSS=16.4, Synergy_ZIP=-2.52, Synergy_Bliss=8.72, Synergy_Loewe=2.27, Synergy_HSA=3.38. (2) Drug 1: CS(=O)(=O)C1=CC(=C(C=C1)C(=O)NC2=CC(=C(C=C2)Cl)C3=CC=CC=N3)Cl. Drug 2: CC1=CC2C(CCC3(C2CCC3(C(=O)C)OC(=O)C)C)C4(C1=CC(=O)CC4)C. Cell line: SF-539. Synergy scores: CSS=4.08, Synergy_ZIP=-1.60, Synergy_Bliss=-2.15, Synergy_Loewe=-4.29, Synergy_HSA=-2.48. (3) Drug 1: C1=NC2=C(N1)C(=S)N=C(N2)N. Drug 2: CCC1(C2=C(COC1=O)C(=O)N3CC4=CC5=C(C=CC(=C5CN(C)C)O)N=C4C3=C2)O.Cl. Cell line: T-47D. Synergy scores: CSS=16.6, Synergy_ZIP=-10.3, Synergy_Bliss=-2.39, Synergy_Loewe=-10.9, Synergy_HSA=-1.64. (4) Drug 1: C1=CC(=CC=C1CCCC(=O)O)N(CCCl)CCCl. Drug 2: CN(CCCl)CCCl.Cl. Cell line: HS 578T. Synergy scores: CSS=13.3, Synergy_ZIP=-3.23, Synergy_Bliss=3.24, Synergy_Loewe=-3.10, Synergy_HSA=-2.68. (5) Drug 1: C1CC(C1)(C(=O)O)C(=O)O.[NH2-].[NH2-].[Pt+2]. Drug 2: CCN(CC)CCCC(C)NC1=C2C=C(C=CC2=NC3=C1C=CC(=C3)Cl)OC. Cell line: DU-145. Synergy scores: CSS=54.6, Synergy_ZIP=-10.9, Synergy_Bliss=-1.83, Synergy_Loewe=-15.4, Synergy_HSA=0.320. (6) Drug 1: CC1=CC=C(C=C1)C2=CC(=NN2C3=CC=C(C=C3)S(=O)(=O)N)C(F)(F)F. Drug 2: C1=CN(C(=O)N=C1N)C2C(C(C(O2)CO)O)O.Cl. Cell line: NCIH23. Synergy scores: CSS=38.9, Synergy_ZIP=-0.822, Synergy_Bliss=-1.93, Synergy_Loewe=-23.0, Synergy_HSA=0.784.